Dataset: Experimentally validated miRNA-target interactions with 360,000+ pairs, plus equal number of negative samples. Task: Binary Classification. Given a miRNA mature sequence and a target amino acid sequence, predict their likelihood of interaction. The miRNA is hsa-miR-4524a-3p with sequence UGAGACAGGCUUAUGCUGCUAU. The protein sequence of the target gene is MVIRVYIASSSGSTAIKKKQQDVLCFLEANKIGFEEKDIAANEENRKWMRENVPEDSRPSTGYPLPPQIFNECQYRGDYDAFFEARENNAVYAFLGLTAPPGSKEAEAQANQQA. Result: 0 (no interaction).